From a dataset of Forward reaction prediction with 1.9M reactions from USPTO patents (1976-2016). Predict the product of the given reaction. (1) Given the reactants N([O-])=O.[Na+].[BrH:5].[CH3:6][C:7]1[CH:8]=[C:9]([CH:11]=[C:12]([CH3:14])[CH:13]=1)N.CCCCCC, predict the reaction product. The product is: [Br:5][C:9]1[CH:8]=[C:7]([CH3:6])[CH:13]=[C:12]([CH3:14])[CH:11]=1. (2) Given the reactants [CH2:1]([CH:4]1[C:8]2[NH:9][C:10]([C:12]([O:14]C)=[O:13])=[CH:11][C:7]=2[CH2:6][CH2:5]1)[CH2:2][CH3:3].O.[OH-].[Li+].CO, predict the reaction product. The product is: [CH2:1]([CH:4]1[C:8]2[NH:9][C:10]([C:12]([OH:14])=[O:13])=[CH:11][C:7]=2[CH2:6][CH2:5]1)[CH2:2][CH3:3]. (3) Given the reactants [Br:1][C:2]1[C:3]([C:12]2[CH:17]=[CH:16][C:15]([F:18])=[CH:14][CH:13]=2)=[N:4][N:5]2[C:10](Cl)=[CH:9][CH:8]=[CH:7][C:6]=12.C(=O)([O-])[O-].[Cs+].[Cs+].[CH:25]1([NH2:30])[CH2:29][CH2:28][CH2:27][CH2:26]1.CCOCC, predict the reaction product. The product is: [Br:1][C:2]1[C:3]([C:12]2[CH:17]=[CH:16][C:15]([F:18])=[CH:14][CH:13]=2)=[N:4][N:5]2[C:10]([NH:30][CH:25]3[CH2:29][CH2:28][CH2:27][CH2:26]3)=[CH:9][CH:8]=[CH:7][C:6]=12. (4) Given the reactants C1(C2C=CC(CO/N=C(/C3C=CC(C=O)=C(CC)C=3)\C)=CC=2C(F)(F)F)CCCCC1.N1[CH2:35][CH:34]([C:36]([OH:38])=[O:37])C1.[C:39]([O:42][BH-](OC(=O)C)OC(=O)C)(=[O:41])C.[Na+].[CH:53]1([C:59]2[CH:85]=[CH:84][C:62]([CH2:63][O:64]/[N:65]=[C:66](/[C:68]3[CH:81]=[CH:80][C:71]([CH2:72][N:73]4[CH2:76][CH:75]([C:77]([OH:79])=[O:78])[CH2:74]4)=[C:70]([CH2:82][CH3:83])[CH:69]=3)\[CH3:67])=[CH:61][C:60]=2[C:86]([F:89])([F:88])[F:87])[CH2:58][CH2:57][CH2:56][CH2:55][CH2:54]1, predict the reaction product. The product is: [C:36]([OH:38])(=[O:37])/[CH:34]=[CH:35]/[C:39]([OH:42])=[O:41].[CH:53]1([C:59]2[CH:85]=[CH:84][C:62]([CH2:63][O:64]/[N:65]=[C:66](/[C:68]3[CH:81]=[CH:80][C:71]([CH2:72][N:73]4[CH2:74][CH:75]([C:77]([OH:79])=[O:78])[CH2:76]4)=[C:70]([CH2:82][CH3:83])[CH:69]=3)\[CH3:67])=[CH:61][C:60]=2[C:86]([F:89])([F:87])[F:88])[CH2:54][CH2:55][CH2:56][CH2:57][CH2:58]1.[CH:53]1([C:59]2[CH:85]=[CH:84][C:62]([CH2:63][O:64]/[N:65]=[C:66](/[C:68]3[CH:81]=[CH:80][C:71]([CH2:72][N:73]4[CH2:74][CH:75]([C:77]([OH:79])=[O:78])[CH2:76]4)=[C:70]([CH2:82][CH3:83])[CH:69]=3)\[CH3:67])=[CH:61][C:60]=2[C:86]([F:89])([F:87])[F:88])[CH2:54][CH2:55][CH2:56][CH2:57][CH2:58]1. (5) Given the reactants [CH3:1][Si:2]([CH3:19])([CH3:18])[CH2:3][CH2:4][O:5][CH2:6][N:7]1[C:15]2[C:10](=[CH:11][CH:12]=[CH:13][CH:14]=2)[C:9]([CH:16]=O)=[N:8]1.[OH:20][C:21]1[CH:30]=[CH:29][C:24]2[C:25](=[O:28])[CH2:26][O:27][C:23]=2[C:22]=1[CH2:31][N:32]1[CH2:37][CH2:36][N:35]([C:38]([O:40][C:41]([CH3:44])([CH3:43])[CH3:42])=[O:39])[CH2:34][CH2:33]1.N1CCCCC1, predict the reaction product. The product is: [OH:20][C:21]1[CH:30]=[CH:29][C:24]2[C:25](=[O:28])/[C:26](=[CH:16]/[C:9]3[C:10]4[C:15](=[CH:14][CH:13]=[CH:12][CH:11]=4)[N:7]([CH2:6][O:5][CH2:4][CH2:3][Si:2]([CH3:19])([CH3:18])[CH3:1])[N:8]=3)/[O:27][C:23]=2[C:22]=1[CH2:31][N:32]1[CH2:33][CH2:34][N:35]([C:38]([O:40][C:41]([CH3:44])([CH3:43])[CH3:42])=[O:39])[CH2:36][CH2:37]1. (6) Given the reactants [C:1]([C:5]1[CH:9]=[C:8]([NH:10][C:11](=[O:19])OC2C=CC=CC=2)[N:7]([C:20]2[CH:25]=[CH:24][CH:23]=[CH:22][CH:21]=2)[N:6]=1)([CH3:4])([CH3:3])[CH3:2].[CH3:26][O:27][C:28]1[CH:29]=[C:30]2[C:35](=[CH:36][C:37]=1[O:38][CH2:39][CH2:40][O:41][CH3:42])[N:34]=[CH:33][N:32]=[C:31]2[O:43][C:44]1[CH:45]=[C:46]([CH:48]=[CH:49][CH:50]=1)[NH2:47].C(N(C(C)C)CC)(C)C, predict the reaction product. The product is: [C:1]([C:5]1[CH:9]=[C:8]([NH:10][C:11]([NH:47][C:46]2[CH:48]=[CH:49][CH:50]=[C:44]([O:43][C:31]3[C:30]4[C:35](=[CH:36][C:37]([O:38][CH2:39][CH2:40][O:41][CH3:42])=[C:28]([O:27][CH3:26])[CH:29]=4)[N:34]=[CH:33][N:32]=3)[CH:45]=2)=[O:19])[N:7]([C:20]2[CH:21]=[CH:22][CH:23]=[CH:24][CH:25]=2)[N:6]=1)([CH3:2])([CH3:3])[CH3:4]. (7) The product is: [N:27]1([CH2:33][CH2:34][CH2:35][O:36][C:37]2[CH:42]=[CH:41][C:40]([N:43]3[CH2:44][CH2:45][N:46]([C:14]([C:16]4[CH:17]=[CH:18][C:19]([C:22]([F:23])([F:24])[F:25])=[CH:20][CH:21]=4)=[O:15])[CH2:47][CH2:48]3)=[CH:39][CH:38]=2)[CH2:32][CH2:31][CH2:30][CH2:29][CH2:28]1. Given the reactants C(=O)(O[C:14]([C:16]1[CH:21]=[CH:20][C:19]([C:22]([F:25])([F:24])[F:23])=[CH:18][CH:17]=1)=[O:15])OC1C=CC(C(F)(F)F)=CC=1.[N:27]1([CH2:33][CH2:34][CH2:35][O:36][C:37]2[CH:42]=[CH:41][C:40]([N:43]3[CH2:48][CH2:47][NH:46][CH2:45][CH2:44]3)=[CH:39][CH:38]=2)[CH2:32][CH2:31][CH2:30][CH2:29][CH2:28]1, predict the reaction product. (8) Given the reactants [F:1][C:2]1[CH:11]=[C:10]2[C:5]([N:6]=[CH:7][C:8](=[O:30])[N:9]2[CH2:12][CH2:13][N:14]2[CH2:19][CH2:18][CH:17]([NH:20][CH2:21][C:22]#[C:23][C:24]3[CH:29]=[CH:28][CH:27]=[CH:26][CH:25]=3)[CH2:16][CH2:15]2)=[CH:4][CH:3]=1.[ClH:31].C(OCC)(=O)C, predict the reaction product. The product is: [ClH:31].[F:1][C:2]1[CH:11]=[C:10]2[C:5]([N:6]=[CH:7][C:8](=[O:30])[N:9]2[CH2:12][CH2:13][N:14]2[CH2:15][CH2:16][CH:17]([NH:20][CH2:21][C:22]#[C:23][C:24]3[CH:25]=[CH:26][CH:27]=[CH:28][CH:29]=3)[CH2:18][CH2:19]2)=[CH:4][CH:3]=1. (9) Given the reactants Cl.Cl.COC1C=CC(N2CCNCC2)=CC=1.C(Cl)(=O)CC(C)C.[CH2:24]([O:31][C:32]1[CH:37]=[CH:36][C:35]([N:38]2[CH2:43][CH2:42][NH:41][CH2:40][CH2:39]2)=[CH:34][C:33]=1[F:44])[C:25]1[CH:30]=[CH:29][CH:28]=[CH:27][CH:26]=1.[CH2:45]([N:47]([CH2:51][CH3:52])[C:48](Cl)=[O:49])[CH3:46], predict the reaction product. The product is: [CH2:45]([N:47]([CH2:51][CH3:52])[C:48]([N:41]1[CH2:42][CH2:43][N:38]([C:35]2[CH:36]=[CH:37][C:32]([O:31][CH2:24][C:25]3[CH:26]=[CH:27][CH:28]=[CH:29][CH:30]=3)=[C:33]([F:44])[CH:34]=2)[CH2:39][CH2:40]1)=[O:49])[CH3:46]. (10) The product is: [CH2:18]([O:17][C:15]([C@H:13]1[CH2:12][CH2:11][C@H:10]([NH:20][C:21]([C:23]2[NH:24][C:25]3[C:30]([CH:31]=2)=[CH:29][C:28]([F:32])=[CH:27][CH:26]=3)=[O:22])[C@H:9]([NH:8][C:6]([C:42]2[S:43][C:37]3[CH2:36][N:35]([CH3:34])[CH2:40][CH2:39][C:38]=3[N:41]=2)=[O:5])[CH2:14]1)=[O:16])[CH3:19]. Given the reactants C([O:5][C:6]([NH:8][C@@H:9]1[CH2:14][C@@H:13]([C:15]([O:17][CH2:18][CH3:19])=[O:16])[CH2:12][CH2:11][C@@H:10]1[NH:20][C:21]([C:23]1[NH:24][C:25]2[C:30]([CH:31]=1)=[CH:29][C:28]([F:32])=[CH:27][CH:26]=2)=[O:22])=O)(C)(C)C.Cl.[CH3:34][N:35]1[CH2:40][CH2:39][C:38]2[N:41]=[C:42](C([O-])=O)[S:43][C:37]=2[CH2:36]1.[Li+], predict the reaction product.